The task is: Predict the reactants needed to synthesize the given product.. This data is from Full USPTO retrosynthesis dataset with 1.9M reactions from patents (1976-2016). (1) Given the product [CH2:27]([N:25]1[CH:26]=[C:22]([C:20]2[CH:19]=[C:4]3[C:3]([C@:2]4([CH3:1])[C:8]([CH3:10])([CH3:9])[C@H:5]3[CH2:6][CH2:7]4)=[N:37][N:36]=2)[C:23]([CH3:34])=[N:24]1)[C:28]1[CH:33]=[CH:32][CH:31]=[CH:30][CH:29]=1, predict the reactants needed to synthesize it. The reactants are: [CH3:1][C@@:2]12[C:8]([CH3:10])([CH3:9])[C@@H:5]([CH2:6][CH2:7]1)[C:4](=O)[C:3]2=O.COP([CH2:19][C:20]([C:22]1[C:23]([CH3:34])=[N:24][N:25]([CH2:27][C:28]2[CH:33]=[CH:32][CH:31]=[CH:30][CH:29]=2)[CH:26]=1)=O)(=O)OC.O.[NH2:36][NH2:37]. (2) Given the product [CH3:12][O:5][C:4](=[O:6])[C:3]1[CH:7]=[CH:8][C:9]([CH3:11])=[CH:10][C:2]=1[F:1], predict the reactants needed to synthesize it. The reactants are: [F:1][C:2]1[CH:10]=[C:9]([CH3:11])[CH:8]=[CH:7][C:3]=1[C:4]([OH:6])=[O:5].[CH3:12]O. (3) Given the product [CH2:7]([O:9][C:10]([C:12]1[C:13]([CH:1]=[C:2]([CH3:6])[CH3:3])=[N:14][C:15]2[C:20]([C:21]=1[CH3:22])=[CH:19][CH:18]=[C:17]([C:23]([F:26])([F:25])[F:24])[CH:16]=2)=[O:11])[CH3:8], predict the reactants needed to synthesize it. The reactants are: [CH3:1][C:2]([CH3:6])=[CH:3][Mg]Br.[CH2:7]([O:9][C:10]([C:12]1[C:13](OS(C(F)(F)F)(=O)=O)=[N:14][C:15]2[C:20]([C:21]=1[CH3:22])=[CH:19][CH:18]=[C:17]([C:23]([F:26])([F:25])[F:24])[CH:16]=2)=[O:11])[CH3:8].CCOC(C)=O.CCCCCC. (4) Given the product [CH2:1]([O:8][C:9](=[O:28])[C@@H:10]([NH:20][C:21](=[O:23])[C@@H:53]([NH:52][C:45]([O:47][C:48]([CH3:51])([CH3:50])[CH3:49])=[O:46])[CH3:54])[CH2:11][C:12]1[CH:13]=[CH:14][C:15]([O:18][CH3:19])=[CH:16][CH:17]=1)[C:2]1[CH:3]=[CH:4][CH:5]=[CH:6][CH:7]=1, predict the reactants needed to synthesize it. The reactants are: [CH2:1]([O:8][C:9](=[O:28])[C@@H:10]([NH:20][C:21]([O:23]C(C)(C)C)=O)[CH2:11][C:12]1[CH:17]=[CH:16][C:15]([O:18][CH3:19])=[CH:14][CH:13]=1)[C:2]1[CH:7]=[CH:6][CH:5]=[CH:4][CH:3]=1.FC(F)(F)C(O)=O.C(N(CC)C(C)C)(C)C.[C:45]([NH:52][C@H:53](C(O)=O)[CH3:54])([O:47][C:48]([CH3:51])([CH3:50])[CH3:49])=[O:46].CN(C(ON1N=NC2C=CC=NC1=2)=[N+](C)C)C.F[P-](F)(F)(F)(F)F. (5) The reactants are: [CH3:1][C:2]1[NH:3][C:4]([C:13]2[CH:18]=[CH:17][CH:16]=[CH:15][CH:14]=2)=[C:5]([C:7]2[CH:12]=[CH:11][CH:10]=[CH:9][CH:8]=2)[N:6]=1.[Br:19][CH2:20][CH2:21][CH2:22][CH2:23][CH2:24]Br.[H-].[Na+]. Given the product [Br:19][CH2:20][CH2:21][CH2:22][CH2:23][CH2:24][N:6]1[C:5]([C:7]2[CH:12]=[CH:11][CH:10]=[CH:9][CH:8]=2)=[C:4]([C:13]2[CH:18]=[CH:17][CH:16]=[CH:15][CH:14]=2)[N:3]=[C:2]1[CH3:1], predict the reactants needed to synthesize it.